Dataset: Reaction yield outcomes from USPTO patents with 853,638 reactions. Task: Predict the reaction yield, written as a fraction of the theoretical maximum amount of product (1.0 means a 100% yield; for example, 0.34 means a 34% yield). (1) The reactants are [C:1]1([C@H:7]2[CH2:9][C@@H:8]2[NH2:10])[CH:6]=[CH:5][CH:4]=[CH:3][CH:2]=1.O=[C:12]1[CH2:17][CH2:16][CH:15]([NH:18][C:19](=[O:25])[O:20][C:21]([CH3:24])([CH3:23])[CH3:22])[CH2:14][CH2:13]1.C(O)(=O)C.C(O[BH-](OC(=O)C)OC(=O)C)(=O)C.[Na+]. The catalyst is ClCCCl. The product is [C:1]1([C@H:7]2[CH2:9][C@@H:8]2[NH:10][C@H:12]2[CH2:13][CH2:14][C@H:15]([NH:18][C:19](=[O:25])[O:20][C:21]([CH3:23])([CH3:22])[CH3:24])[CH2:16][CH2:17]2)[CH:6]=[CH:5][CH:4]=[CH:3][CH:2]=1.[C:1]1([C@H:7]2[CH2:9][C@@H:8]2[NH:10][C@@H:12]2[CH2:13][CH2:14][C@H:15]([NH:18][C:19](=[O:25])[O:20][C:21]([CH3:23])([CH3:22])[CH3:24])[CH2:16][CH2:17]2)[CH:6]=[CH:5][CH:4]=[CH:3][CH:2]=1. The yield is 0.188. (2) The reactants are [Cl:1][C:2]1[CH:7]=[C:6]([F:8])[CH:5]=[CH:4][C:3]=1[S:9]([NH:12][CH2:13][C@@H:14]([OH:26])[CH2:15][CH2:16][NH:17][C:18](=[O:25])[C@H:19]([CH2:21][CH:22]([CH3:24])[CH3:23])[NH2:20])(=[O:11])=[O:10].[S:27]1[C:31]2[CH:32]=[CH:33][CH:34]=[CH:35][C:30]=2[CH:29]=[C:28]1[C:36](O)=[O:37].C1C=C2C(N(O)N=NC2=CC=1)=O.CN1CCOCC1.CCN=C=NCCCN(C)C.Cl. The catalyst is ClCCl. The product is [Cl:1][C:2]1[CH:7]=[C:6]([F:8])[CH:5]=[CH:4][C:3]=1[S:9]([NH:12][CH2:13][C@@H:14]([OH:26])[CH2:15][CH2:16][NH:17][C:18]([C@@H:19]([NH:20][C:36]([C:28]1[S:27][C:31]2[CH:32]=[CH:33][CH:34]=[CH:35][C:30]=2[CH:29]=1)=[O:37])[CH2:21][CH:22]([CH3:23])[CH3:24])=[O:25])(=[O:10])=[O:11]. The yield is 0.710. (3) The reactants are FC1C([O:8][C:9]([C:11]2[CH:12]=[N:13][C:14]3[C:19]([C:20]=2[NH:21][CH2:22][C:23]2[CH:28]=[CH:27][C:26]([O:29][CH3:30])=[C:25]([Cl:31])[CH:24]=2)=[CH:18][C:17]([C:32]#[N:33])=[CH:16][CH:15]=3)=O)=C(F)C(F)=C(F)C=1F.[BH4-].[Na+]. The catalyst is CN(C=O)C. The product is [Cl:31][C:25]1[CH:24]=[C:23]([CH2:22][NH:21][C:20]2[C:19]3[C:14](=[CH:15][CH:16]=[C:17]([C:32]#[N:33])[CH:18]=3)[N:13]=[CH:12][C:11]=2[CH2:9][OH:8])[CH:28]=[CH:27][C:26]=1[O:29][CH3:30]. The yield is 0.250. (4) The reactants are [CH3:1][C:2]1[C:7]([CH3:8])=[CH:6][C:5]([CH3:9])=[C:4]([CH2:10][C:11]([CH3:13])=[CH2:12])[C:3]=1[OH:14].O.C1(C)C=CC(S(O)(=O)=O)=CC=1.[OH-].[Na+]. The catalyst is C1(C)C=CC=CC=1. The product is [CH3:12][C:11]1([CH3:13])[CH2:10][C:4]2[C:5]([CH3:9])=[CH:6][C:7]([CH3:8])=[C:2]([CH3:1])[C:3]=2[O:14]1. The yield is 0.850. (5) The reactants are [CH3:1][C:2]1[CH:7]=[CH:6][C:5]([S:8]([N:11]2[C:15]([C:16]3[CH:21]=[CH:20][CH:19]=[CH:18][CH:17]=3)=[CH:14][C:13]([C:22](OCC)=[O:23])=[CH:12]2)(=[O:10])=[O:9])=[CH:4][CH:3]=1.C1(C)C=CC=CC=1.[H-].C([Al+]CC(C)C)C(C)C.Cl. The catalyst is O1CCCC1. The product is [CH3:1][C:2]1[CH:3]=[CH:4][C:5]([S:8]([N:11]2[C:15]([C:16]3[CH:21]=[CH:20][CH:19]=[CH:18][CH:17]=3)=[CH:14][C:13]([CH2:22][OH:23])=[CH:12]2)(=[O:10])=[O:9])=[CH:6][CH:7]=1. The yield is 0.910. (6) The reactants are C(N1C=CN=C1)(N1C=CN=C1)=O.[CH3:13][C:14]1[CH:15]=[C:16]([CH:22]=[C:23]([CH3:25])[CH:24]=1)[O:17][CH2:18][C:19]([OH:21])=O.C(N(CC)CC)C.Cl.[NH2:34][CH2:35][CH2:36][CH2:37][CH2:38][CH2:39][C:40]([O:42][CH3:43])=[O:41]. The catalyst is ClCCl. The product is [CH3:25][C:23]1[CH:22]=[C:16]([CH:15]=[C:14]([CH3:13])[CH:24]=1)[O:17][CH2:18][C:19]([NH:34][CH2:35][CH2:36][CH2:37][CH2:38][CH2:39][C:40]([O:42][CH3:43])=[O:41])=[O:21]. The yield is 0.620. (7) The reactants are [C:1](OC(OC(C)(C)C)=O)(OC(C)(C)C)=[O:2].[CH:16]([C:19]1[CH:20]=[C:21]([CH:23]=[CH:24][CH:25]=1)[NH2:22])([CH3:18])[CH3:17].[CH3:26][O:27][C:28]1[CH:29]=[C:30]2[C:35](=[CH:36][C:37]=1[O:38][CH3:39])[N:34]=[CH:33][N:32]=[C:31]2[N:40]1[CH2:45][CH2:44][NH:43][CH2:42][CH2:41]1. The catalyst is ClCCl.CN(C1C=CN=CC=1)C. The product is [CH3:26][O:27][C:28]1[CH:29]=[C:30]2[C:35](=[CH:36][C:37]=1[O:38][CH3:39])[N:34]=[CH:33][N:32]=[C:31]2[N:40]1[CH2:41][CH2:42][N:43]([C:1]([NH:22][C:21]2[CH:23]=[CH:24][CH:25]=[C:19]([CH:16]([CH3:18])[CH3:17])[CH:20]=2)=[O:2])[CH2:44][CH2:45]1. The yield is 0.630. (8) The catalyst is C1COCC1. The product is [CH3:59][N:60]([CH3:64])[CH2:61][CH2:62][NH:63][C:56]([C:53]1[CH:52]=[CH:51][C:50]([C:45]2[CH:46]=[CH:47][CH:48]=[CH:49][C:44]=2[CH2:43][S:42][CH2:41][CH2:40][O:33][C:34]2[CH:39]=[CH:38][CH:37]=[CH:36][CH:35]=2)=[CH:55][CH:54]=1)=[O:58]. The reactants are CN(C)CCCNC(C1C=C(C2C=CC(CSCCOC3C=CC=CC=3)=CC=2)C=CC=1)=O.[O:33]([CH2:40][CH2:41][S:42][CH2:43][C:44]1[CH:49]=[CH:48][CH:47]=[CH:46][C:45]=1[C:50]1[CH:55]=[CH:54][C:53]([C:56]([OH:58])=O)=[CH:52][CH:51]=1)[C:34]1[CH:39]=[CH:38][CH:37]=[CH:36][CH:35]=1.[CH3:59][N:60]([CH3:64])[CH2:61][CH2:62][NH2:63]. The yield is 1.00. (9) The reactants are [CH3:1][O:2][C:3]1[CH:4]=[C:5]2[C:10](=[CH:11][C:12]=1[O:13][CH3:14])[N:9]=[CH:8][CH:7]=[C:6]2[O:15][C:16]1[CH:22]=[CH:21][C:19]([NH2:20])=[CH:18][C:17]=1[F:23].C(O)C.[N+:27]([C:30]1[CH:35]=[CH:34][C:33]([C:36]([N:38]=[C:39]=[S:40])=[O:37])=[CH:32][CH:31]=1)([O-:29])=[O:28]. The catalyst is C1(C)C=CC=CC=1. The product is [CH3:1][O:2][C:3]1[CH:4]=[C:5]2[C:10](=[CH:11][C:12]=1[O:13][CH3:14])[N:9]=[CH:8][CH:7]=[C:6]2[O:15][C:16]1[CH:22]=[CH:21][C:19]([NH:20][C:39]([NH:38][C:36](=[O:37])[C:33]2[CH:32]=[CH:31][C:30]([N+:27]([O-:29])=[O:28])=[CH:35][CH:34]=2)=[S:40])=[CH:18][C:17]=1[F:23]. The yield is 0.960. (10) The reactants are [Br:1][C:2]1[CH:3]=[C:4]([NH:9][C:10](=[O:14])[CH:11]=NO)[CH:5]=[CH:6][C:7]=1[F:8].S(=O)(=O)(O)[OH:16]. No catalyst specified. The product is [Br:1][C:2]1[CH:3]=[C:4]2[C:5]([C:11](=[O:16])[C:10](=[O:14])[NH:9]2)=[CH:6][C:7]=1[F:8]. The yield is 0.800.